Dataset: TCR-epitope binding with 47,182 pairs between 192 epitopes and 23,139 TCRs. Task: Binary Classification. Given a T-cell receptor sequence (or CDR3 region) and an epitope sequence, predict whether binding occurs between them. (1) The epitope is KLWAQCVQL. The TCR CDR3 sequence is CASHGPAQETQYF. Result: 1 (the TCR binds to the epitope). (2) The epitope is LEPLVDLPI. The TCR CDR3 sequence is CASSPGTSGRILNTGELFF. Result: 0 (the TCR does not bind to the epitope). (3) The epitope is FADDLNQLTGY. The TCR CDR3 sequence is CASSYSMGNEQFF. Result: 0 (the TCR does not bind to the epitope).